From a dataset of Catalyst prediction with 721,799 reactions and 888 catalyst types from USPTO. Predict which catalyst facilitates the given reaction. (1) Product: [F:2][C:3]1[CH:8]=[CH:7][C:6]([C@H:9]2[C@H:14]([C:15]([O:17][CH3:18])=[O:16])[CH2:13][CH2:12][N:11]([CH2:26][CH2:25][C:19]3[CH:24]=[CH:23][CH:22]=[CH:21][CH:20]=3)[CH2:10]2)=[CH:5][CH:4]=1. The catalyst class is: 26. Reactant: Cl.[F:2][C:3]1[CH:8]=[CH:7][C:6]([C@H:9]2[C@H:14]([C:15]([O:17][CH3:18])=[O:16])[CH2:13][CH2:12][NH:11][CH2:10]2)=[CH:5][CH:4]=1.[C:19]1([CH2:25][CH:26]=O)[CH:24]=[CH:23][CH:22]=[CH:21][CH:20]=1.C([O-])(=O)C.[Na+].C(O[BH-](OC(=O)C)OC(=O)C)(=O)C.[Na+].[OH-].[Na+]. (2) Reactant: C([N:8]1[CH2:13][CH2:12][C@@H:11]([CH3:14])[C@@H:10]([N:15]2[C:24]3[C:19](=[CH:20][N:21]=[C:22]4[NH:27][CH:26]=[CH:25][C:23]4=3)[C:18](=[O:28])[CH:17]=[CH:16]2)[CH2:9]1)C1C=CC=CC=1.[ClH:29].CO. Product: [ClH:29].[CH3:14][C@@H:11]1[CH2:12][CH2:13][NH:8][CH2:9][C@@H:10]1[N:15]1[C:24]2[C:19](=[CH:20][N:21]=[C:22]3[NH:27][CH:26]=[CH:25][C:23]3=2)[C:18](=[O:28])[CH:17]=[CH:16]1. The catalyst class is: 129. (3) Reactant: [Br:1][C:2]1[CH:7]=[C:6]([O:8][CH3:9])[CH:5]=[C:4]([Br:10])[C:3]=1[CH2:11][CH2:12][C:13]([O:15]C(C)(C)C)=[O:14].FC(F)(F)C(O)=O. Product: [Br:1][C:2]1[CH:7]=[C:6]([O:8][CH3:9])[CH:5]=[C:4]([Br:10])[C:3]=1[CH2:11][CH2:12][C:13]([OH:15])=[O:14]. The catalyst class is: 520. (4) The catalyst class is: 74. Reactant: [NH:1]1[CH2:9][C@H:7]([OH:8])[CH2:6][C@H:2]1[C:3]([OH:5])=[O:4].[Cl:10][C:11]1[CH:16]=[CH:15][C:14]([N:17]=[C:18]=[O:19])=[CH:13][CH:12]=1. Product: [Cl:10][C:11]1[CH:16]=[CH:15][C:14]([NH:17][C:18]([N:1]2[CH2:9][C@H:7]([OH:8])[CH2:6][C@H:2]2[C:3]([OH:5])=[O:4])=[O:19])=[CH:13][CH:12]=1. (5) Reactant: [NH2:1][C@@H:2]1[CH2:8][C@:7]2([C:17]3[CH:22]=[CH:21][CH:20]=[CH:19][CH:18]=3)[N:9]([CH2:10][C:11]3[CH:16]=[CH:15][CH:14]=[CH:13][CH:12]=3)[C@H:3]1[CH2:4][CH2:5][C@H:6]2[O:23][CH2:24][C:25]1[CH:30]=[C:29]([C:31]([F:34])([F:33])[F:32])[CH:28]=[C:27]([C:35]([F:38])([F:37])[F:36])[CH:26]=1.[CH2:39](OC(OCC)OCC)C.[N-:49]=[N+:50]=[N-:51].[Na+]. Product: [CH2:10]([N:9]1[C@@H:3]2[C@H:2]([N:1]3[CH:39]=[N:51][N:50]=[N:49]3)[CH2:8][C@@:7]1([C:17]1[CH:18]=[CH:19][CH:20]=[CH:21][CH:22]=1)[C@H:6]([O:23][CH2:24][C:25]1[CH:26]=[C:27]([C:35]([F:38])([F:36])[F:37])[CH:28]=[C:29]([C:31]([F:32])([F:33])[F:34])[CH:30]=1)[CH2:5][CH2:4]2)[C:11]1[CH:16]=[CH:15][CH:14]=[CH:13][CH:12]=1. The catalyst class is: 15. (6) Reactant: [CH2:1]([N:3]1[C:8]2[CH:9]=[CH:10][C:11]([N+:13]([O-:15])=[O:14])=[CH:12][C:7]=2[O:6][CH:5]([CH2:16][CH2:17][OH:18])[C:4]1=[O:19])[CH3:2].CCN(C(C)C)C(C)C.[CH3:29][S:30](Cl)(=[O:32])=[O:31]. Product: [CH3:29][S:30]([O:18][CH2:17][CH2:16][CH:5]1[C:4](=[O:19])[N:3]([CH2:1][CH3:2])[C:8]2[CH:9]=[CH:10][C:11]([N+:13]([O-:15])=[O:14])=[CH:12][C:7]=2[O:6]1)(=[O:32])=[O:31]. The catalyst class is: 56.